Dataset: TCR-epitope binding with 47,182 pairs between 192 epitopes and 23,139 TCRs. Task: Binary Classification. Given a T-cell receptor sequence (or CDR3 region) and an epitope sequence, predict whether binding occurs between them. The TCR CDR3 sequence is CASSSRPGELFF. The epitope is GILGFVFTL. Result: 1 (the TCR binds to the epitope).